Dataset: Forward reaction prediction with 1.9M reactions from USPTO patents (1976-2016). Task: Predict the product of the given reaction. (1) The product is: [Br:1][C:2]1[CH:7]=[CH:6][C:5]([CH:8]([C:11](=[O:18])[C:12]2[CH:17]=[CH:16][N:15]=[CH:14][CH:13]=2)[C:9]#[N:10])=[CH:4][CH:3]=1. Given the reactants [Br:1][C:2]1[CH:7]=[CH:6][C:5]([CH2:8][C:9]#[N:10])=[CH:4][CH:3]=1.[C:11](OC)(=[O:18])[C:12]1[CH:17]=[CH:16][N:15]=[CH:14][CH:13]=1, predict the reaction product. (2) Given the reactants [CH3:1][S:2]([C:5]1[CH:10]=[CH:9][C:8]([NH:11][C:12]2[C:17]([N+:18]([O-:20])=[O:19])=[C:16]([O:21][CH:22]3[CH2:27][CH2:26][NH:25][CH2:24][CH2:23]3)[N:15]=[CH:14][N:13]=2)=[CH:7][CH:6]=1)(=[O:4])=[O:3].[CH3:28][C:29]([CH3:34])([CH3:33])[CH2:30][CH:31]=O.[BH4-].[Na+], predict the reaction product. The product is: [CH3:28][C:29]([CH3:34])([CH3:33])[CH2:30][CH2:31][N:25]1[CH2:26][CH2:27][CH:22]([O:21][C:16]2[N:15]=[CH:14][N:13]=[C:12]([NH:11][C:8]3[CH:9]=[CH:10][C:5]([S:2]([CH3:1])(=[O:4])=[O:3])=[CH:6][CH:7]=3)[C:17]=2[N+:18]([O-:20])=[O:19])[CH2:23][CH2:24]1.